Dataset: Forward reaction prediction with 1.9M reactions from USPTO patents (1976-2016). Task: Predict the product of the given reaction. (1) Given the reactants [NH2:1][C:2]1[CH:3]=[C:4]([NH:8]/[C:9](=[C:16]2\[C:17](=[O:25])[NH:18][C:19]3[C:24]\2=[CH:23][CH:22]=[CH:21][CH:20]=3)/[C:10]2[CH:15]=[CH:14][CH:13]=[CH:12][CH:11]=2)[CH:5]=[CH:6][CH:7]=1.[F:26][C:27]([F:38])([F:37])[C:28](O[C:28](=[O:29])[C:27]([F:38])([F:37])[F:26])=[O:29], predict the reaction product. The product is: [F:26][C:27]([F:38])([F:37])[C:28]([NH:1][C:2]1[CH:3]=[C:4]([NH:8]/[C:9](=[C:16]2\[C:17](=[O:25])[NH:18][C:19]3[C:24]\2=[CH:23][CH:22]=[CH:21][CH:20]=3)/[C:10]2[CH:15]=[CH:14][CH:13]=[CH:12][CH:11]=2)[CH:5]=[CH:6][CH:7]=1)=[O:29]. (2) Given the reactants Br[C:2]1[CH:3]=[CH:4][C:5]([NH:8][C:9](=[O:11])[CH3:10])=[N:6][CH:7]=1.[C:12]([O:16][CH2:17][C:18]1[CH:19]=[C:20](B(O)O)[CH:21]=[CH:22][CH:23]=1)([CH3:15])([CH3:14])[CH3:13].C(=O)([O-])[O-].[Na+].[Na+], predict the reaction product. The product is: [C:12]([O:16][CH2:17][C:18]1[CH:23]=[C:22]([C:2]2[CH:3]=[CH:4][C:5]([NH:8][C:9](=[O:11])[CH3:10])=[N:6][CH:7]=2)[CH:21]=[CH:20][CH:19]=1)([CH3:15])([CH3:13])[CH3:14].